Dataset: Full USPTO retrosynthesis dataset with 1.9M reactions from patents (1976-2016). Task: Predict the reactants needed to synthesize the given product. (1) Given the product [C:1]([O:5][C:6]([N:8]1[CH2:14][CH2:13][CH:12]([OH:15])[CH:11]([NH2:16])[CH2:10][CH2:9]1)=[O:7])([CH3:4])([CH3:2])[CH3:3], predict the reactants needed to synthesize it. The reactants are: [C:1]([O:5][C:6]([N:8]1[CH2:14][CH2:13][CH:12]([OH:15])[CH:11]([N:16]=[N+]=[N-])[CH2:10][CH2:9]1)=[O:7])([CH3:4])([CH3:3])[CH3:2]. (2) Given the product [F:2][C:3]1[CH:8]=[CH:7][C:6]([CH:9]([C:16]2[CH:17]=[CH:18][C:19]([F:22])=[CH:20][CH:21]=2)[CH:10]2[CH2:14][N:13]([CH2:34][C:33]3[CH:36]=[CH:37][C:30]([OH:29])=[CH:31][CH:32]=3)[CH2:12][C:11]2=[O:15])=[CH:5][CH:4]=1, predict the reactants needed to synthesize it. The reactants are: Cl.[F:2][C:3]1[CH:8]=[CH:7][C:6]([CH:9]([C:16]2[CH:21]=[CH:20][C:19]([F:22])=[CH:18][CH:17]=2)[CH:10]2[CH2:14][NH:13][CH2:12][C:11]2=[O:15])=[CH:5][CH:4]=1.C(NCC)(C)C.[OH:29][C:30]1[CH:37]=[CH:36][C:33]([CH2:34]O)=[CH:32][CH:31]=1. (3) The reactants are: [C:1]([O:5][C:6]([NH:8][CH2:9][C@H:10]1[CH2:15][CH2:14][C@H:13]([C:16]([NH:18][C@H:19]([C:37](=[O:50])[NH:38][C:39]2[CH:44]=[CH:43][C:42]([C:45]3[N:46]=[N:47][NH:48][N:49]=3)=[CH:41][CH:40]=2)[CH2:20][C:21]2[CH:26]=[CH:25][C:24]([C:27]3[CH:32]=[CH:31][C:30]([C:33](O)=[O:34])=[CH:29][C:28]=3[CH3:36])=[CH:23][CH:22]=2)=[O:17])[CH2:12][CH2:11]1)=[O:7])([CH3:4])([CH3:3])[CH3:2].[NH:51]1[CH2:55][CH2:54][CH2:53][CH2:52]1.F[P-](F)(F)(F)(F)F.CN(C(ON1C2=NC=CC=C2N=N1)=[N+](C)C)C.C(N(CC)C(C)C)(C)C. Given the product [CH3:36][C:28]1[CH:29]=[C:30]([C:33]([N:51]2[CH2:55][CH2:54][CH2:53][CH2:52]2)=[O:34])[CH:31]=[CH:32][C:27]=1[C:24]1[CH:25]=[CH:26][C:21]([CH2:20][C@H:19]([NH:18][C:16]([C@H:13]2[CH2:12][CH2:11][C@H:10]([CH2:9][NH:8][C:6](=[O:7])[O:5][C:1]([CH3:3])([CH3:4])[CH3:2])[CH2:15][CH2:14]2)=[O:17])[C:37](=[O:50])[NH:38][C:39]2[CH:40]=[CH:41][C:42]([C:45]3[N:46]=[N:47][NH:48][N:49]=3)=[CH:43][CH:44]=2)=[CH:22][CH:23]=1, predict the reactants needed to synthesize it. (4) Given the product [Cl:18][C:19]1[CH:20]=[CH:21][C:22]2[O:27][C:26]([CH:28]3[CH2:33][N:32]([C:34]([O:36][C:37]([CH3:40])([CH3:38])[CH3:39])=[O:35])[CH:31]([CH3:41])[CH2:30][CH2:29]3)=[N:25][C:23]=2[CH:24]=1, predict the reactants needed to synthesize it. The reactants are: N1C=CC=CC=1.S(Cl)(Cl)=O.C1(C)C=CC=CC=1.[Cl:18][C:19]1[CH:20]=[CH:21][C:22](O)=[C:23]([NH:25][C:26]([CH:28]2[CH2:33][N:32]([C:34]([O:36][C:37]([CH3:40])([CH3:39])[CH3:38])=[O:35])[CH:31]([CH3:41])[CH2:30][CH2:29]2)=[O:27])[CH:24]=1. (5) Given the product [C:34]([C:31]1[C:30]2[NH:29][C:28]3[CH2:37][CH2:38][N:39]([C:2]([O:4][CH2:5][CH3:6])=[O:3])[CH2:40][C:27]=3[C:26]=2[C:25]([C:9]2[CH:10]=[CH:11][CH:12]=[C:13]([N:14]3[C:23](=[O:24])[C:22]4[C:17](=[CH:18][CH:19]=[CH:20][CH:21]=4)[N:16]=[CH:15]3)[C:8]=2[CH3:7])=[CH:33][CH:32]=1)(=[O:35])[NH2:36], predict the reactants needed to synthesize it. The reactants are: Cl[C:2]([O:4][CH2:5][CH3:6])=[O:3].[CH3:7][C:8]1[C:13]([N:14]2[C:23](=[O:24])[C:22]3[C:17](=[CH:18][CH:19]=[CH:20][CH:21]=3)[N:16]=[CH:15]2)=[CH:12][CH:11]=[CH:10][C:9]=1[C:25]1[CH:33]=[CH:32][C:31]([C:34]([NH2:36])=[O:35])=[C:30]2[C:26]=1[C:27]1[CH2:40][NH:39][CH2:38][CH2:37][C:28]=1[NH:29]2.